Predict which catalyst facilitates the given reaction. From a dataset of Catalyst prediction with 721,799 reactions and 888 catalyst types from USPTO. (1) Reactant: C1N=CN(C(N2C=NC=C2)=O)C=1.[Cl:13][C:14]1[CH:19]=[CH:18][C:17]([C:20]2[CH:21]=[CH:22][C:23]([C:26]#[C:27][C:28]3[CH:39]=[CH:38][C:31]4[S:32][C:33]([C:35](O)=[O:36])=[CH:34][C:30]=4[CH:29]=3)=[N:24][CH:25]=2)=[CH:16][CH:15]=1.[BH4-].[Na+].OS([O-])(=O)=O.[K+].C(=O)([O-])[O-].[Na+].[Na+]. Product: [Cl:13][C:14]1[CH:15]=[CH:16][C:17]([C:20]2[CH:21]=[CH:22][C:23]([C:26]#[C:27][C:28]3[CH:39]=[CH:38][C:31]4[S:32][C:33]([CH2:35][OH:36])=[CH:34][C:30]=4[CH:29]=3)=[N:24][CH:25]=2)=[CH:18][CH:19]=1. The catalyst class is: 18. (2) Reactant: [CH:1]1([C:5]2[C:31]([O:32][CH2:33][CH3:34])=[CH:30][C:8]([CH2:9][N:10]3[CH2:13][C:12]4([CH2:17][C:16]([N:18]5[CH2:23][CH2:22][C:21]([CH3:29])([C:24]([O:26]CC)=[O:25])[CH2:20][CH2:19]5)=[N:15][O:14]4)[CH2:11]3)=[CH:7][C:6]=2[O:35][CH2:36][CH3:37])[CH2:4][CH2:3][CH2:2]1.[OH-].[Na+].CO.Cl. Product: [CH:1]1([C:5]2[C:31]([O:32][CH2:33][CH3:34])=[CH:30][C:8]([CH2:9][N:10]3[CH2:11][C:12]4([CH2:17][C:16]([N:18]5[CH2:23][CH2:22][C:21]([CH3:29])([C:24]([OH:26])=[O:25])[CH2:20][CH2:19]5)=[N:15][O:14]4)[CH2:13]3)=[CH:7][C:6]=2[O:35][CH2:36][CH3:37])[CH2:4][CH2:3][CH2:2]1. The catalyst class is: 1. (3) Reactant: [Cl:1][C:2]1[C:7]([C:8]2[C:9](=[O:31])[N:10]([CH2:29][CH3:30])[C:11]3[C:16]([CH:17]=2)=[CH:15][N:14]=[C:13]([N:18](CC2C=CC(OC)=CC=2)[CH3:19])[CH:12]=3)=[CH:6][C:5]([NH:32][C:33]([NH:35][C:36]2[CH:41]=[CH:40][C:39]([F:42])=[C:38]([CH2:43][N:44]3[CH2:48][CH2:47][CH2:46][CH2:45]3)[CH:37]=2)=[O:34])=[C:4]([F:49])[CH:3]=1. Product: [Cl:1][C:2]1[C:7]([C:8]2[C:9](=[O:31])[N:10]([CH2:29][CH3:30])[C:11]3[C:16]([CH:17]=2)=[CH:15][N:14]=[C:13]([NH:18][CH3:19])[CH:12]=3)=[CH:6][C:5]([NH:32][C:33]([NH:35][C:36]2[CH:41]=[CH:40][C:39]([F:42])=[C:38]([CH2:43][N:44]3[CH2:48][CH2:47][CH2:46][CH2:45]3)[CH:37]=2)=[O:34])=[C:4]([F:49])[CH:3]=1. The catalyst class is: 67. (4) Reactant: [H-].[Na+].[Br:3][C:4]1[C:9]([O:10][CH3:11])=[CH:8][C:7]([CH2:12][OH:13])=[CH:6][C:5]=1[O:14][CH3:15].IC.[C:18](OCC)(=O)C. Product: [Br:3][C:4]1[C:9]([O:10][CH3:11])=[CH:8][C:7]([CH2:12][O:13][CH3:18])=[CH:6][C:5]=1[O:14][CH3:15]. The catalyst class is: 9. (5) Reactant: CO[C:3]1[CH:8]=[CH:7][C:6]([CH:9]([C:12](=O)[CH3:13])[C:10]#[N:11])=[CH:5][CH:4]=1.[NH2:15][NH2:16].[OH2:17].[C:18](O)(=O)C. Product: [CH3:18][O:17][C:3]1[CH:4]=[CH:5][C:6]([C:9]2[C:12]([CH3:13])=[N:15][NH:16][C:10]=2[NH2:11])=[CH:7][CH:8]=1. The catalyst class is: 11. (6) Reactant: [OH-].[K+].[C:3]([C:6]1[N:11]=[C:10]([C:12]2[CH:17]=[CH:16][C:15]([C:18]3[CH:23]=[CH:22][C:21]([C:24](=[CH2:29])[C:25]([O:27]C)=[O:26])=[CH:20][C:19]=3[Cl:30])=[C:14]([F:31])[CH:13]=2)[C:9]([CH3:32])=[N:8][C:7]=1[CH3:33])(=[O:5])[NH2:4].C(O)(=O)CC(CC(O)=O)(C(O)=O)O.C(OCC)(=O)C. Product: [C:3]([C:6]1[N:11]=[C:10]([C:12]2[CH:17]=[CH:16][C:15]([C:18]3[CH:23]=[CH:22][C:21]([C:24](=[CH2:29])[C:25]([OH:27])=[O:26])=[CH:20][C:19]=3[Cl:30])=[C:14]([F:31])[CH:13]=2)[C:9]([CH3:32])=[N:8][C:7]=1[CH3:33])(=[O:5])[NH2:4]. The catalyst class is: 107. (7) The catalyst class is: 19. Reactant: Cl[C:2]1[N:7]=[C:6]2[N:8]([CH3:12])[C:9]([CH3:11])=[N:10][C:5]2=[C:4]([NH:13][CH2:14][C:15]2[C:20]([CH3:21])=[CH:19][CH:18]=[CH:17][C:16]=2[CH2:22][CH3:23])[CH:3]=1.C(N(CC)CC)C. Product: [CH2:22]([C:16]1[CH:17]=[CH:18][CH:19]=[C:20]([CH3:21])[C:15]=1[CH2:14][NH:13][C:4]1[CH:3]=[CH:2][N:7]=[C:6]2[N:8]([CH3:12])[C:9]([CH3:11])=[N:10][C:5]=12)[CH3:23]. (8) Reactant: [CH3:1][C:2]1[CH:23]=[C:22]([CH3:24])[CH:21]=[C:20]([CH3:25])[C:3]=1[C:4]([P:6]([C:9](=[O:19])[C:10]1[C:15]([CH3:16])=[CH:14][C:13]([CH3:17])=[CH:12][C:11]=1[CH3:18])(=O)[OH:7])=[O:5].S(Cl)([Cl:28])=O. Product: [CH3:1][C:2]1[CH:23]=[C:22]([CH3:24])[CH:21]=[C:20]([CH3:25])[C:3]=1[C:4]([P:6]([Cl:28])([C:9](=[O:19])[C:10]1[C:15]([CH3:16])=[CH:14][C:13]([CH3:17])=[CH:12][C:11]=1[CH3:18])=[O:7])=[O:5]. The catalyst class is: 11. (9) Reactant: CC(C)([O-])C.[K+].[CH3:7][CH:8]([CH3:12])[C:9](=O)[CH3:10].[C:13](OCC)(=O)[C:14]([O:16][CH2:17][CH3:18])=[O:15].O.[NH2:24][NH2:25]. Product: [CH:8]([C:9]1[CH:10]=[C:13]([C:14]([O:16][CH2:17][CH3:18])=[O:15])[NH:25][N:24]=1)([CH3:12])[CH3:7]. The catalyst class is: 506. (10) Reactant: C(OC([NH:8][C@@H:9]1[CH2:13][CH2:12][CH2:11][C@@H:10]1[C:14]([O:16][CH3:17])=[O:15])=O)(C)(C)C.[ClH:18].C(OCC)(=O)C. Product: [ClH:18].[NH2:8][C@@H:9]1[CH2:13][CH2:12][CH2:11][C@@H:10]1[C:14]([O:16][CH3:17])=[O:15]. The catalyst class is: 13.